Predict which catalyst facilitates the given reaction. From a dataset of Catalyst prediction with 721,799 reactions and 888 catalyst types from USPTO. (1) Reactant: [C:1]1([OH:7])[CH:6]=[CH:5][CH:4]=[CH:3][CH:2]=1.[N:8]1[C:15]([NH2:16])=[N:14][C:12]([NH2:13])=[N:11][C:9]=1[NH2:10].C=O. Product: [N:8]1[C:15]([NH2:16])=[N:14][C:12]([NH2:13])=[N:11][C:9]=1[NH2:10].[CH2:1]=[O:7].[C:1]1([OH:7])[CH:6]=[CH:5][CH:4]=[CH:3][CH:2]=1. The catalyst class is: 15. (2) Reactant: [NH2:1][C:2]([C:4]1[CH:5]=[C:6](Br)[CH:7]=[C:8]2[C:12]=1[NH:11][CH:10]=[C:9]2[CH:13]1[CH2:18][CH2:17][N:16]([C:19]([O:21][C:22]([CH3:25])([CH3:24])[CH3:23])=[O:20])[CH2:15][CH2:14]1)=[O:3].[S:27]1[CH:31]=[CH:30][C:29](B(O)O)=[CH:28]1.C(=O)([O-])[O-].[K+].[K+]. Product: [NH2:1][C:2]([C:4]1[CH:5]=[C:6]([C:29]2[CH:30]=[CH:31][S:27][CH:28]=2)[CH:7]=[C:8]2[C:12]=1[NH:11][CH:10]=[C:9]2[CH:13]1[CH2:18][CH2:17][N:16]([C:19]([O:21][C:22]([CH3:25])([CH3:24])[CH3:23])=[O:20])[CH2:15][CH2:14]1)=[O:3]. The catalyst class is: 70. (3) Reactant: [F:1][C:2]1[CH:3]=[CH:4][C:5]2[N:9]=[CH:8][N:7]([CH2:10][CH2:11][OH:12])[C:6]=2[C:13]=1[F:14].P([O-])([O-])([O-])=[O:16].[Na+].[Na+].[Na+].CC1(C)N([O])C(C)(C)CCC1.[O-]Cl=O.[Na+].[O-]Cl.[Na+].[O-]S([O-])=O.[Na+].[Na+].[OH-].[Na+]. Product: [F:1][C:2]1[CH:3]=[CH:4][C:5]2[N:9]=[CH:8][N:7]([CH2:10][C:11]([OH:16])=[O:12])[C:6]=2[C:13]=1[F:14]. The catalyst class is: 578. (4) Reactant: Cl[C:2]1[C:3]([O:24][CH3:25])=[N:4][CH:5]=[CH:6][C:7]=1[C:8]1[C:9]([NH:15][CH:16]2[CH2:21][CH2:20][C:19]([CH3:23])([CH3:22])[CH2:18][CH2:17]2)=[N:10][C:11]([NH2:14])=[N:12][CH:13]=1.CC1(C)C2C=CC=C(P(C3C=CC=CC=3)C3C=CC=CC=3)C=2OC2C1=CC=CC=2P(C1C=CC=CC=1)C1C=CC=CC=1.CC(C)([O-])C.[Na+]. Product: [CH3:22][C:19]1([CH3:23])[CH2:20][CH2:21][CH:16]([N:15]2[C:9]3[N:10]=[C:11]([NH2:14])[N:12]=[CH:13][C:8]=3[C:7]3[CH:6]=[CH:5][N:4]=[C:3]([O:24][CH3:25])[C:2]2=3)[CH2:17][CH2:18]1. The catalyst class is: 102. (5) Reactant: C([O:8][C@H:9]1[CH2:14][C@H:13]2[CH2:15][C@@H:10]1[CH2:11][C:12]2([F:17])[F:16])C1C=CC=CC=1.[H][H]. The catalyst class is: 19. Product: [F:16][C:12]1([F:17])[CH2:11][C@H:10]2[CH2:15][C@@H:13]1[CH2:14][C@@H:9]2[OH:8]. (6) Reactant: [NH2:1][C:2]1[N:3]=[CH:4][C:5]([C:12]2[CH:13]=[C:14]([C:22]([O:24]C)=[O:23])[CH:15]=[C:16]([C:18]([O:20][CH3:21])=[O:19])[CH:17]=2)=[N:6][C:7]=1[C:8]([NH:10][CH3:11])=[O:9].[OH-].[Na+]. Product: [NH2:1][C:2]1[N:3]=[CH:4][C:5]([C:12]2[CH:13]=[C:14]([CH:15]=[C:16]([C:18]([O:20][CH3:21])=[O:19])[CH:17]=2)[C:22]([OH:24])=[O:23])=[N:6][C:7]=1[C:8]([NH:10][CH3:11])=[O:9]. The catalyst class is: 393. (7) Reactant: [CH2:1]([O:8][C:9]1[C:18]([CH3:19])=[CH:17][CH:16]=[CH:15][C:10]=1[C:11](OC)=[O:12])[C:2]1[CH:7]=[CH:6][CH:5]=[CH:4][CH:3]=1.[Li+].[BH4-]. Product: [CH2:1]([O:8][C:9]1[C:18]([CH3:19])=[CH:17][CH:16]=[CH:15][C:10]=1[CH2:11][OH:12])[C:2]1[CH:3]=[CH:4][CH:5]=[CH:6][CH:7]=1. The catalyst class is: 7.